Dataset: Full USPTO retrosynthesis dataset with 1.9M reactions from patents (1976-2016). Task: Predict the reactants needed to synthesize the given product. (1) Given the product [C:1]([NH:5][C:6]1[C:11]([CH2:12][NH:20][C:19]2[CH:21]=[CH:22][C:16]([F:15])=[C:17]([N+:23]([O-:25])=[O:24])[CH:18]=2)=[CH:10][N:9]=[C:8]([Cl:14])[CH:7]=1)([CH3:4])([CH3:3])[CH3:2], predict the reactants needed to synthesize it. The reactants are: [C:1]([NH:5][C:6]1[C:11]([CH:12]=O)=[CH:10][N:9]=[C:8]([Cl:14])[CH:7]=1)([CH3:4])([CH3:3])[CH3:2].[F:15][C:16]1[CH:22]=[CH:21][C:19]([NH2:20])=[CH:18][C:17]=1[N+:23]([O-:25])=[O:24].[BH-](OC(C)=O)(OC(C)=O)OC(C)=O.[Na+].[OH-].[Na+]. (2) Given the product [O:31]=[C:26]1[CH2:25][C:24]2[C:28](=[CH:29][CH:30]=[C:22]([C:13]3[CH:12]=[C:11]([NH:10][CH:3]([C:4]4[CH:9]=[CH:8][CH:7]=[CH:6][CH:5]=4)[C:2]([NH2:1])=[O:20])[CH:16]=[N:15][CH:14]=3)[CH:23]=2)[NH:27]1, predict the reactants needed to synthesize it. The reactants are: [NH2:1][C:2](=[O:20])[CH:3]([NH:10][C:11]1[CH:12]=[C:13](B(O)O)[CH:14]=[N:15][CH:16]=1)[C:4]1[CH:9]=[CH:8][CH:7]=[CH:6][CH:5]=1.Br[C:22]1[CH:23]=[C:24]2[C:28](=[CH:29][CH:30]=1)[NH:27][C:26](=[O:31])[CH2:25]2.C(=O)([O-])[O-].[K+].[K+]. (3) The reactants are: C([O:5][C:6]([CH2:8][N:9]1[CH2:17][CH2:16][N:15]([CH2:18][CH:19]([NH:56][CH2:57][C:58]([O:60]C(C)(C)C)=[O:59])[CH2:20][C:21]2[CH:26]=[CH:25][C:24]([NH:27][C:28](=[O:55])[CH2:29][CH2:30][CH:31]([CH:33]3[C:49]4([CH3:50])[CH:36]([CH:37]5[CH:46]([CH2:47][CH:48]4[OH:51])[C:45]4([CH3:52])[CH:40]([CH2:41][CH:42]([OH:53])[CH2:43][CH2:44]4)[CH2:39][CH:38]5[OH:54])[CH2:35][CH2:34]3)[CH3:32])=[CH:23][CH:22]=2)[CH2:14][CH2:13][N:12]([CH2:65][C:66]([O:68]C(C)(C)C)=[O:67])[CH2:11][CH2:10]1)=[O:7])(C)(C)C.Cl.CCOCC. Given the product [C:6]([CH2:8][N:9]1[CH2:17][CH2:16][N:15]([CH2:18][CH:19]([NH:56][CH2:57][C:58]([OH:60])=[O:59])[CH2:20][C:21]2[CH:26]=[CH:25][C:24]([NH:27][C:28](=[O:55])[CH2:29][CH2:30][CH:31]([CH:33]3[C:49]4([CH3:50])[CH:36]([CH:37]5[CH:46]([CH2:47][CH:48]4[OH:51])[C:45]4([CH3:52])[CH:40]([CH2:41][CH:42]([OH:53])[CH2:43][CH2:44]4)[CH2:39][CH:38]5[OH:54])[CH2:35][CH2:34]3)[CH3:32])=[CH:23][CH:22]=2)[CH2:14][CH2:13][N:12]([CH2:65][C:66]([OH:68])=[O:67])[CH2:11][CH2:10]1)([OH:7])=[O:5], predict the reactants needed to synthesize it. (4) Given the product [CH3:1][O:2][C:3]1[CH:4]=[CH:5][C:6]([CH2:7][N:8]2[CH2:9][CH:10]3[C:15]([C:25]4[CH:24]=[CH:23][CH:22]=[C:21]([O:20][CH3:19])[CH:26]=4)([OH:16])[CH:13]([CH2:12][CH2:11]3)[CH2:14]2)=[CH:17][CH:18]=1, predict the reactants needed to synthesize it. The reactants are: [CH3:1][O:2][C:3]1[CH:18]=[CH:17][C:6]([CH2:7][N:8]2[CH2:14][CH:13]3[C:15](=[O:16])[CH:10]([CH2:11][CH2:12]3)[CH2:9]2)=[CH:5][CH:4]=1.[CH3:19][O:20][C:21]1[CH:22]=[C:23]([Mg]Br)[CH:24]=[CH:25][CH:26]=1. (5) The reactants are: [NH:1]1[C:5]2=[N:6][CH:7]=[C:8]([C:10]([OH:12])=O)[CH:9]=[C:4]2[CH:3]=[CH:2]1.Cl.[CH3:14][N:15](C)CCCN=C=NCC.C(N(CC)C(C)C)(C)C.ON1C2C=CC=CC=2N=N1.[Cl-].C[NH3+].C(N(CC)CC)C. Given the product [CH3:14][NH:15][C:10]([C:8]1[CH:9]=[C:4]2[CH:3]=[CH:2][NH:1][C:5]2=[N:6][CH:7]=1)=[O:12], predict the reactants needed to synthesize it. (6) Given the product [CH3:1][S:2]([C:5]1[CH:6]=[CH:7][C:8]([C:11]2[N:16]=[C:15]([C:17]([F:20])([F:19])[F:18])[N:14]=[C:13]([N:21]3[CH2:22][CH2:23][N:24]([C:38]([C:34]4[S:33][CH:37]=[CH:36][CH:35]=4)=[O:39])[CH2:25][CH2:26]3)[C:12]=2[C:27]2[CH:32]=[CH:31][CH:30]=[CH:29][CH:28]=2)=[CH:9][CH:10]=1)(=[O:4])=[O:3], predict the reactants needed to synthesize it. The reactants are: [CH3:1][S:2]([C:5]1[CH:10]=[CH:9][C:8]([C:11]2[N:16]=[C:15]([C:17]([F:20])([F:19])[F:18])[N:14]=[C:13]([N:21]3[CH2:26][CH2:25][NH:24][CH2:23][CH2:22]3)[C:12]=2[C:27]2[CH:32]=[CH:31][CH:30]=[CH:29][CH:28]=2)=[CH:7][CH:6]=1)(=[O:4])=[O:3].[S:33]1[CH:37]=[CH:36][CH:35]=[C:34]1[C:38](O)=[O:39].CCN=C=NCCCN(C)C.C1C=CC2N(O)N=NC=2C=1.